This data is from Full USPTO retrosynthesis dataset with 1.9M reactions from patents (1976-2016). The task is: Predict the reactants needed to synthesize the given product. (1) Given the product [CH2:70]([O:69][C:46]1[CH:45]=[C:44]([CH:37]2[CH2:88][S:90][S:28][CH2:36]2)[CH:49]=[C:48]([O:50][CH2:51][CH2:52][CH2:53][CH2:54][CH2:55][CH2:56][CH2:57][CH2:58][CH2:59][CH2:60][CH2:61][CH2:62][CH2:63][CH2:64][CH2:65][CH2:66][CH2:67][CH3:68])[CH:47]=1)[CH2:71][CH2:72][CH2:73][CH2:74][CH2:75][CH2:76][CH2:77][CH2:78][CH2:79][CH2:80][CH2:81][CH2:82][CH2:83][CH2:84][CH2:85][CH2:86][CH3:87], predict the reactants needed to synthesize it. The reactants are: C(OC1C=CC(C2CS[S:28]C2)=CC=1)CCCCCCCCCCCCCCCCC.CS(O[CH2:36][CH:37]([C:44]1[CH:49]=[C:48]([O:50][CH2:51][CH2:52][CH2:53][CH2:54][CH2:55][CH2:56][CH2:57][CH2:58][CH2:59][CH2:60][CH2:61][CH2:62][CH2:63][CH2:64][CH2:65][CH2:66][CH2:67][CH3:68])[CH:47]=[C:46]([O:69][CH2:70][CH2:71][CH2:72][CH2:73][CH2:74][CH2:75][CH2:76][CH2:77][CH2:78][CH2:79][CH2:80][CH2:81][CH2:82][CH2:83][CH2:84][CH2:85][CH2:86][CH3:87])[CH:45]=1)COS(C)(=O)=O)(=O)=O.[C:88]([S-:90])#N.[K+].CCO. (2) Given the product [ClH:1].[Cl:1][C:2]1[CH:7]=[CH:6][C:5]2[NH:8][C:9]3[CH:16]=[CH:15][C:14]([CH3:17])=[CH:13][C:10]=3[C:11]([NH2:12])=[N:18][C:4]=2[CH:3]=1, predict the reactants needed to synthesize it. The reactants are: [Cl:1][C:2]1[CH:7]=[CH:6][C:5]([NH:8][C:9]2[CH:16]=[CH:15][C:14]([CH3:17])=[CH:13][C:10]=2[C:11]#[N:12])=[C:4]([N+:18]([O-])=O)[CH:3]=1.[Sn](Cl)Cl.